Dataset: Forward reaction prediction with 1.9M reactions from USPTO patents (1976-2016). Task: Predict the product of the given reaction. (1) Given the reactants [Li+].[BH4-].Cl[Si](C)(C)C.[Br:8][C:9]1[CH:14]=[CH:13][C:12]([CH:15]=[CH:16][N+:17]([O-])=O)=[C:11]([Cl:20])[CH:10]=1, predict the reaction product. The product is: [Br:8][C:9]1[CH:14]=[CH:13][C:12]([CH2:15][CH2:16][NH2:17])=[C:11]([Cl:20])[CH:10]=1. (2) Given the reactants FC(F)(F)C(O)=O.[CH:8]1[C:18]2[CH:17]=[CH:16][C:15]3[CH:19]=[CH:20][CH:21]=[CH:22][C:14]=3[C:13](=[CH:23][CH2:24][CH2:25][N:26]([CH3:43])[C:27]([C@@H:29]([N:34](C)[C:35](=O)OC(C)(C)C)[CH2:30][CH:31]([CH3:33])[CH3:32])=[O:28])[C:12]=2[CH:11]=[CH:10][CH:9]=1.[Cl:44]CCl, predict the reaction product. The product is: [ClH:44].[CH:19]1[C:15]2[CH:16]=[CH:17][C:18]3[CH:8]=[CH:9][CH:10]=[CH:11][C:12]=3[C:13](=[CH:23][CH2:24][CH2:25][N:26]([CH3:43])[C:27](=[O:28])[C@@H:29]([NH:34][CH3:35])[CH2:30][CH:31]([CH3:33])[CH3:32])[C:14]=2[CH:22]=[CH:21][CH:20]=1.